Dataset: Full USPTO retrosynthesis dataset with 1.9M reactions from patents (1976-2016). Task: Predict the reactants needed to synthesize the given product. (1) Given the product [C:1]([O:5][C:6]([N:8]1[CH2:13][CH2:12][C:11]2[N:28]=[C:21]([C:22]3[CH:27]=[CH:26][CH:25]=[CH:24][CH:23]=3)[N:29]=[CH:15][C:10]=2[CH2:9]1)=[O:7])([CH3:4])([CH3:2])[CH3:3], predict the reactants needed to synthesize it. The reactants are: [C:1]([O:5][C:6]([N:8]1[CH2:13][CH2:12][C:11](=O)[C:10](=[CH:15]N(C)C)[CH2:9]1)=[O:7])([CH3:4])([CH3:3])[CH3:2].O.Cl.[C:21]([NH2:29])(=[NH:28])[C:22]1[CH:27]=[CH:26][CH:25]=[CH:24][CH:23]=1.[O-]CC.[Na+]. (2) Given the product [NH2:24][C:23]1[C:20]([C:21]#[N:22])=[C:19]([C:18]2[CH:25]=[CH:26][C:27]([Cl:29])=[CH:28][C:17]=2[Cl:16])[N:15]=[C:7]([C:8]2[CH:13]=[CH:12][CH:11]=[CH:10][CH:9]=2)[N:14]=1, predict the reactants needed to synthesize it. The reactants are: C(=O)([O-])[O-].[K+].[K+].[C:7]([NH2:15])(=[NH:14])[C:8]1[CH:13]=[CH:12][CH:11]=[CH:10][CH:9]=1.[Cl:16][C:17]1[CH:28]=[C:27]([Cl:29])[CH:26]=[CH:25][C:18]=1[CH:19]=[C:20]([C:23]#[N:24])[C:21]#[N:22]. (3) Given the product [ClH:46].[CH2:1]([N:8]1[C:12]2([CH2:17][CH2:16][N:15]([C:18](=[O:27])[C:19]3[CH:24]=[CH:23][CH:22]=[C:21]([F:25])[C:20]=3[F:26])[CH2:14][CH2:13]2)[NH:11][C@@H:10]([CH2:28][C:29]2[CH:30]=[CH:31][CH:32]=[CH:33][CH:34]=2)[C:9]1=[O:35])[C:2]1[CH:7]=[CH:6][CH:5]=[CH:4][CH:3]=1, predict the reactants needed to synthesize it. The reactants are: [CH2:1]([N:8]1[C:12]2([CH2:17][CH2:16][N:15]([C:18](=[O:27])[C:19]3[CH:24]=[CH:23][CH:22]=[C:21]([F:25])[C:20]=3[F:26])[CH2:14][CH2:13]2)[NH:11][C@@H:10]([CH2:28][C:29]2[CH:34]=[CH:33][CH:32]=[CH:31][CH:30]=2)[C:9]1=[O:35])[C:2]1[CH:7]=[CH:6][CH:5]=[CH:4][CH:3]=1.O.CCOCC.C[Si]([Cl:46])(C)C. (4) Given the product [CH3:1][N:3]1[CH2:4][CH2:5][CH:6]([O:9][C:10]2[CH:19]=[CH:18][C:13]([C:14]([O:16][CH3:17])=[O:15])=[CH:12][CH:11]=2)[CH2:7][CH2:8]1, predict the reactants needed to synthesize it. The reactants are: [CH2:1]=O.[NH:3]1[CH2:8][CH2:7][CH:6]([O:9][C:10]2[CH:19]=[CH:18][C:13]([C:14]([O:16][CH3:17])=[O:15])=[CH:12][CH:11]=2)[CH2:5][CH2:4]1. (5) The reactants are: ClC(Cl)(O[C:5](=[O:11])OC(Cl)(Cl)Cl)Cl.[CH:13]([N:16]1[C:20]2[N:21]=[C:22]([C:31]3[CH:36]=[CH:35][C:34]([NH2:37])=[CH:33][CH:32]=3)[N:23]=[C:24]([N:25]3[CH2:30][CH2:29][O:28][CH2:27][CH2:26]3)[C:19]=2[N:18]=[N:17]1)([CH3:15])[CH3:14].CC[N:40]([CH2:43][CH3:44])CC. Given the product [CH3:36][C:31]1[CH:22]=[CH:44][C:43]([NH:40][C:5]([NH:37][C:34]2[CH:33]=[CH:32][C:31]([C:22]3[N:23]=[C:24]([N:25]4[CH2:30][CH2:29][O:28][CH2:27][CH2:26]4)[C:19]4[N:18]=[N:17][N:16]([CH:13]([CH3:15])[CH3:14])[C:20]=4[N:21]=3)=[CH:36][CH:35]=2)=[O:11])=[CH:33][CH:32]=1, predict the reactants needed to synthesize it. (6) Given the product [CH3:1][O:2][C:3](=[O:10])[C@@H:4]1[CH:8]([N:58]=[N+:59]=[N-:60])[CH2:7][CH2:6][NH:5]1, predict the reactants needed to synthesize it. The reactants are: [CH3:1][O:2][C:3](=[O:10])[C@@H:4]1[CH:8](O)[CH2:7][CH2:6][NH:5]1.CC(OC(/N=N/C(OC(C)C)=O)=O)C.C1(P(C2C=CC=CC=2)C2C=CC=CC=2)C=CC=CC=1.C1(P([N:58]=[N+:59]=[N-:60])(C2C=CC=CC=2)=O)C=CC=CC=1. (7) Given the product [F:22][C:10]1[C:9]2[C:4](=[CH:5][CH:6]=[C:7]([C:15]#[N:16])[C:8]=2[C:11]([F:12])([F:14])[F:13])[NH:3][C:2]=1[CH3:1], predict the reactants needed to synthesize it. The reactants are: [CH3:1][C:2]1[NH:3][C:4]2[C:9]([CH:10]=1)=[C:8]([C:11]([F:14])([F:13])[F:12])[C:7]([C:15]#[N:16])=[CH:6][CH:5]=2.[O-]S(C(F)(F)[F:22])(=O)=O.F[N+]1C=CC=CC=1. (8) Given the product [CH3:31][C:3]1([CH2:2][OH:1])[S:9][CH2:8][CH2:7][N:6]2[C:10]([C:13]3([C:16]4[CH:21]=[CH:20][C:19]([C:22]5[CH:30]=[CH:29][C:25]([C:26]([N:32]6[CH2:37][CH2:36][CH2:35][CH2:34][CH2:33]6)=[O:27])=[CH:24][N:23]=5)=[CH:18][CH:17]=4)[CH2:14][CH2:15]3)=[N:11][N:12]=[C:5]2[CH2:4]1, predict the reactants needed to synthesize it. The reactants are: [OH:1][CH2:2][C:3]1([CH3:31])[S:9][CH2:8][CH2:7][N:6]2[C:10]([C:13]3([C:16]4[CH:21]=[CH:20][C:19]([C:22]5[CH:30]=[CH:29][C:25]([C:26](O)=[O:27])=[CH:24][N:23]=5)=[CH:18][CH:17]=4)[CH2:15][CH2:14]3)=[N:11][N:12]=[C:5]2[CH2:4]1.[NH:32]1[CH2:37][CH2:36][CH2:35][CH2:34][CH2:33]1.Cl.C(N=C=NCCCN(C)C)C.C(=O)([O-])O.[Na+].